From a dataset of Forward reaction prediction with 1.9M reactions from USPTO patents (1976-2016). Predict the product of the given reaction. (1) Given the reactants [OH:1][CH2:2][C@H:3]1[CH2:8][CH2:7][C@H:6]([NH:9][C:10](=[O:16])[O:11][C:12]([CH3:15])([CH3:14])[CH3:13])[CH2:5][C@@H:4]1[O:17][CH3:18].[CH3:19][S:20](Cl)(=[O:22])=[O:21], predict the reaction product. The product is: [CH3:19][S:20]([O:1][CH2:2][C@H:3]1[CH2:8][CH2:7][C@H:6]([NH:9][C:10]([O:11][C:12]([CH3:13])([CH3:14])[CH3:15])=[O:16])[CH2:5][C@@H:4]1[O:17][CH3:18])(=[O:22])=[O:21]. (2) Given the reactants [C:1](Cl)(Cl)=[O:2].[NH2:5][C:6]1[CH:11]=[CH:10][C:9]([CH2:12][C@H:13]([NH:36][C:37](=[O:49])[C@@H:38]([N:40]([CH3:48])C(=O)OC(C)(C)C)[CH3:39])[C:14]([N:16]2[C@H:20]([C:21](=[O:33])[NH:22][C@H:23]3[C:32]4[C:27](=[CH:28][CH:29]=[CH:30][CH:31]=4)[CH2:26][CH2:25][CH2:24]3)[CH2:19][Si:18]([CH3:35])([CH3:34])[CH2:17]2)=[O:15])=[CH:8][CH:7]=1.C[CH2:51][N:52](C(C)C)C(C)C.[NH2:59][C@@H:60]1[CH2:64][N:63]([C:65](=[O:85])[C@@H:66]([NH:71][C:72](=[O:84])[C@@H:73](N(C)C(=O)OC(C)(C)C)[CH3:74])[C:67]([CH3:70])([CH3:69])[CH3:68])[C@H:62]([C:86](=[O:98])[NH:87][C@H:88]2[C:97]3[C:92](=[CH:93][CH:94]=[CH:95][CH:96]=3)[CH2:91][CH2:90][CH2:89]2)[CH2:61]1, predict the reaction product. The product is: [CH3:69][C:67]([CH3:68])([CH3:70])[C@H:66]([NH:71][C:72](=[O:84])[C@@H:73]([NH:52][CH3:51])[CH3:74])[C:65]([N:63]1[C@H:62]([C:86](=[O:98])[NH:87][C@H:88]2[C:97]3[C:92](=[CH:93][CH:94]=[CH:95][CH:96]=3)[CH2:91][CH2:90][CH2:89]2)[CH2:61][C@H:60]([NH:59][C:1](=[O:2])[NH:5][C:6]2[CH:7]=[CH:8][C:9]([CH2:12][C@H:13]([NH:36][C:37](=[O:49])[C@@H:38]([NH:40][CH3:48])[CH3:39])[C:14]([N:16]3[C@H:20]([C:21]([NH:22][C@H:23]4[C:32]5[C:27](=[CH:28][CH:29]=[CH:30][CH:31]=5)[CH2:26][CH2:25][CH2:24]4)=[O:33])[CH2:19][Si:18]([CH3:35])([CH3:34])[CH2:17]3)=[O:15])=[CH:10][CH:11]=2)[CH2:64]1)=[O:85].